Dataset: Full USPTO retrosynthesis dataset with 1.9M reactions from patents (1976-2016). Task: Predict the reactants needed to synthesize the given product. (1) Given the product [F:33][C:34]1[CH:39]=[CH:38][C:37]([CH:40]([C:60]2[CH:61]=[CH:62][C:63]([F:66])=[CH:64][CH:65]=2)[S:41]([CH2:42][CH2:43][N:44]2[CH2:45][CH2:46][N:47]([CH2:50][CH:51]([OH:59])[CH2:52][C:53]3[CH:58]=[CH:57][CH:56]=[CH:55][CH:54]=3)[CH2:48][CH2:49]2)=[O:15])=[CH:36][CH:35]=1, predict the reactants needed to synthesize it. The reactants are: C(S(CCN1CCN(CCCC2C=CC=CC=2)CC1)=[O:15])(C1C=CC=CC=1)C1C=CC=CC=1.[F:33][C:34]1[CH:39]=[CH:38][C:37]([CH:40]([C:60]2[CH:65]=[CH:64][C:63]([F:66])=[CH:62][CH:61]=2)[S:41][CH2:42][CH2:43][N:44]2[CH2:49][CH2:48][N:47]([CH2:50][CH:51]([OH:59])[CH2:52][C:53]3[CH:58]=[CH:57][CH:56]=[CH:55][CH:54]=3)[CH2:46][CH2:45]2)=[CH:36][CH:35]=1. (2) Given the product [CH2:25]([N:14]([C:11]1[C:12](=[O:13])[N:7]2[C@H:6]([C:28](=[O:29])[NH:51][CH2:50][C:47]3[CH:46]=[CH:45][C:44]([C:42]([NH:41][C:40]([O:39][CH2:32][C:33]4[CH:38]=[CH:37][CH:36]=[CH:35][CH:34]=4)=[O:52])=[NH:43])=[CH:49][CH:48]=3)[CH2:5][C@@H:4]([CH2:1][CH:2]=[CH2:3])[C:8]2=[N:9][CH:10]=1)[C:15](=[O:16])[O:17][CH2:18][C:19]1[CH:24]=[CH:23][CH:22]=[CH:21][CH:20]=1)[CH:26]=[CH2:27], predict the reactants needed to synthesize it. The reactants are: [CH2:1]([C@H:4]1[C:8]2=[N:9][CH:10]=[C:11]([N:14]([CH2:25][CH:26]=[CH2:27])[C:15]([O:17][CH2:18][C:19]3[CH:24]=[CH:23][CH:22]=[CH:21][CH:20]=3)=[O:16])[C:12](=[O:13])[N:7]2[C@H:6]([C:28](O)=[O:29])[CH2:5]1)[CH:2]=[CH2:3].Cl.[CH2:32]([O:39][C:40](=[O:52])[NH:41][C:42]([C:44]1[CH:49]=[CH:48][C:47]([CH2:50][NH2:51])=[CH:46][CH:45]=1)=[NH:43])[C:33]1[CH:38]=[CH:37][CH:36]=[CH:35][CH:34]=1.C1C=NC2N(O)N=NC=2C=1.C([O-])(O)=O.[Na+].CCN=C=NCCCN(C)C.